Dataset: Catalyst prediction with 721,799 reactions and 888 catalyst types from USPTO. Task: Predict which catalyst facilitates the given reaction. Reactant: CC(C)([O-])C.[K+].[CH2:7]([O:14][C:15]1[CH:20]=[CH:19][C:18]([N+:21]([O-:23])=[O:22])=[CH:17][C:16]=1[C:24]([F:27])([F:26])[F:25])[C:8]1[CH:13]=[CH:12][CH:11]=[CH:10][CH:9]=1.ClC1C=CC([CH2:35][C:36]#[N:37])=CC=1.Cl. Product: [CH2:7]([O:14][C:15]1[C:16]([C:24]([F:25])([F:26])[F:27])=[CH:17][C:18]([N+:21]([O-:23])=[O:22])=[C:19]([CH2:35][C:36]#[N:37])[CH:20]=1)[C:8]1[CH:9]=[CH:10][CH:11]=[CH:12][CH:13]=1. The catalyst class is: 3.